Task: Predict which catalyst facilitates the given reaction.. Dataset: Catalyst prediction with 721,799 reactions and 888 catalyst types from USPTO (1) Reactant: CC(C)=O.[C:5]([OH:17])(=[O:16])[CH2:6][C:7]([CH2:12][C:13]([OH:15])=[O:14])([C:9]([OH:11])=[O:10])[OH:8].[O-]CC.[O-]CC.[O-]CC.[O-]CC.[O-]CC.[Nb+5:33]. Product: [C:5]([O-:17])(=[O:16])[CH2:6][C:7]([CH2:12][C:13]([O-:15])=[O:14])([C:9]([O-:11])=[O:10])[OH:8].[Nb+5:33].[C:5]([O-:17])(=[O:16])[CH2:6][C:7]([CH2:12][C:13]([O-:15])=[O:14])([C:9]([O-:11])=[O:10])[OH:8].[C:5]([O-:17])(=[O:16])[CH2:6][C:7]([CH2:12][C:13]([O-:15])=[O:14])([C:9]([O-:11])=[O:10])[OH:8].[C:5]([O-:17])(=[O:16])[CH2:6][C:7]([CH2:12][C:13]([O-:15])=[O:14])([C:9]([O-:11])=[O:10])[OH:8].[C:5]([O-:17])(=[O:16])[CH2:6][C:7]([CH2:12][C:13]([O-:15])=[O:14])([C:9]([O-:11])=[O:10])[OH:8].[Nb+5:33].[Nb+5:33]. The catalyst class is: 6. (2) Reactant: [CH2:1]([O:3][C:4](=[O:31])[C:5]([O:8][C:9]1[CH:14]=[CH:13][C:12]([O:15][CH2:16][CH2:17][C:18]2[N:19]=[C:20]([C:24]3[CH:29]=[CH:28][C:27](Br)=[CH:26][CH:25]=3)[O:21][C:22]=2[CH3:23])=[CH:11][CH:10]=1)([CH3:7])[CH3:6])[CH3:2].[Cu][C:33]#[N:34]. Product: [CH2:1]([O:3][C:4](=[O:31])[C:5]([O:8][C:9]1[CH:14]=[CH:13][C:12]([O:15][CH2:16][CH2:17][C:18]2[N:19]=[C:20]([C:24]3[CH:29]=[CH:28][C:27]([C:33]#[N:34])=[CH:26][CH:25]=3)[O:21][C:22]=2[CH3:23])=[CH:11][CH:10]=1)([CH3:7])[CH3:6])[CH3:2]. The catalyst class is: 590.